This data is from Catalyst prediction with 721,799 reactions and 888 catalyst types from USPTO. The task is: Predict which catalyst facilitates the given reaction. (1) Reactant: [CH3:1][C:2]([C:4]1[CH:9]=[CH:8][CH:7]=[C:6]([C:10]([F:13])([F:12])[F:11])[CH:5]=1)=[O:3].Br.[OH2:15]. Product: [O:3]=[C:2]([C:4]1[CH:9]=[CH:8][CH:7]=[C:6]([C:10]([F:11])([F:12])[F:13])[CH:5]=1)[CH:1]=[O:15]. The catalyst class is: 16. (2) Product: [Br:14][CH2:11][C:3]1[CH:4]=[C:5]2[C:9](=[CH:10][C:2]=1[I:1])[CH2:8][CH2:7][CH2:6]2. The catalyst class is: 4. Reactant: [I:1][C:2]1[CH:10]=[C:9]2[C:5]([CH2:6][CH2:7][CH2:8]2)=[CH:4][C:3]=1[CH2:11]O.C(Br)(Br)(Br)[Br:14].C1(P(C2C=CC=CC=2)C2C=CC=CC=2)C=CC=CC=1. (3) Reactant: [CH2:1]([N:8]([CH2:10][C:11]1[C:19]2[C:18](=[O:20])[N:17]([C:21]3[CH:26]=[CH:25][CH:24]=[CH:23][N:22]=3)[C:16](=[O:27])[N:15]([CH2:28][C:29]3[C:34]([F:35])=[CH:33][CH:32]=[CH:31][C:30]=3[F:36])[C:14]=2[S:13][C:12]=1[C:37]1[CH:42]=[CH:41][C:40]([NH:43][C:44]([NH:46][O:47][CH3:48])=[O:45])=[CH:39][CH:38]=1)C)C1C=CC=CC=1.Cl. Product: [F:36][C:30]1[CH:31]=[CH:32][CH:33]=[C:34]([F:35])[C:29]=1[CH2:28][N:15]1[C:14]2[S:13][C:12]([C:37]3[CH:42]=[CH:41][C:40]([NH:43][C:44]([NH:46][O:47][CH3:48])=[O:45])=[CH:39][CH:38]=3)=[C:11]([CH2:10][NH:8][CH3:1])[C:19]=2[C:18](=[O:20])[N:17]([C:21]2[CH:26]=[CH:25][CH:24]=[CH:23][N:22]=2)[C:16]1=[O:27]. The catalyst class is: 178. (4) Reactant: Cl[C:2]1[C:7]([C:8]([O:10][CH2:11][CH3:12])=[O:9])=[C:6]([Cl:13])[N:5]=[C:4]([S:14][CH3:15])[N:3]=1.[CH3:16][O:17][C:18]1[CH:33]=[CH:32][C:21]([CH2:22][NH:23][CH2:24][CH2:25][CH2:26][C:27]([O:29][CH2:30][CH3:31])=[O:28])=[CH:20][CH:19]=1.CCN(C(C)C)C(C)C. Product: [Cl:13][C:6]1[C:7]([C:8]([O:10][CH2:11][CH3:12])=[O:9])=[C:2]([N:23]([CH2:24][CH2:25][CH2:26][C:27]([O:29][CH2:30][CH3:31])=[O:28])[CH2:22][C:21]2[CH:20]=[CH:19][C:18]([O:17][CH3:16])=[CH:33][CH:32]=2)[N:3]=[C:4]([S:14][CH3:15])[N:5]=1. The catalyst class is: 3. (5) Reactant: Cl.CNOC.F[P-](F)(F)(F)(F)F.N1(OC(N(C)C)=[N+](C)C)[C:17]2C=CC=[CH:21][C:16]=2N=N1.F[B-](F)(F)F.N1(OC(N(C)C)=[N+](C)C)[C:39]2C=CC=C[C:38]=2N=N1.Cl.[CH3:53]N(C)CCCN=C=NCC.[C:64](#[N:66])[CH3:65]. Product: [CH:64]([N:66]([CH:16]([CH3:21])[CH3:17])[CH2:38][CH3:39])([CH3:53])[CH3:65]. The catalyst class is: 338. (6) Reactant: [CH:1]1([N:4]2[CH2:17][CH2:16][C:7]3[NH:8][C:9]4[CH:10]=[CH:11][C:12]([CH3:15])=[CH:13][C:14]=4[C:6]=3[CH2:5]2)[CH2:3][CH2:2]1.[H-].[Na+].[CH3:20][C:21]1([C:24]2[CH:29]=[CH:28][N:27]=[CH:26][CH:25]=2)[CH2:23][O:22]1. Product: [CH:1]1([N:4]2[CH2:17][CH2:16][C:7]3[N:8]([CH2:20][C:21]([C:24]4[CH:29]=[CH:28][N:27]=[CH:26][CH:25]=4)([OH:22])[CH3:23])[C:9]4[CH:10]=[CH:11][C:12]([CH3:15])=[CH:13][C:14]=4[C:6]=3[CH2:5]2)[CH2:2][CH2:3]1. The catalyst class is: 3. (7) Reactant: [NH2:1][CH2:2][C:3]([C:5]1[CH:10]=[CH:9][C:8]([C:11]([F:14])([F:13])[F:12])=[CH:7][CH:6]=1)=[O:4].C[C:16]1[CH:17]=[CH:18][C:19]([S:22](O)(=[O:24])=[O:23])=[CH:20][CH:21]=1.C1(S(Cl)(=O)=O)C=CC=CC=1.C(N(CC)CC)C. Product: [O:4]=[C:3]([C:5]1[CH:10]=[CH:9][C:8]([C:11]([F:12])([F:13])[F:14])=[CH:7][CH:6]=1)[CH2:2][NH:1][S:22]([C:19]1[CH:20]=[CH:21][CH:16]=[CH:17][CH:18]=1)(=[O:24])=[O:23]. The catalyst class is: 18.